This data is from Forward reaction prediction with 1.9M reactions from USPTO patents (1976-2016). The task is: Predict the product of the given reaction. (1) Given the reactants [CH3:1][O:2][C:3](=[O:11])[C:4]1[CH:9]=[CH:8][CH:7]=[C:6]([OH:10])[CH:5]=1.C1N2CN3CN(C2)CN1C3.O.[C:23]([O-])([O-])=[O:24].[K+].[K+], predict the reaction product. The product is: [CH:23]([C:7]1[CH:8]=[CH:9][C:4]([C:3]([O:2][CH3:1])=[O:11])=[CH:5][C:6]=1[OH:10])=[O:24]. (2) Given the reactants [CH:1]([N:4]1[CH2:9][CH2:8][N:7]([C:10]2[CH:15]=[CH:14][C:13]([N+:16]([O-])=O)=[CH:12][CH:11]=2)[CH2:6][CH2:5]1)([CH3:3])[CH3:2], predict the reaction product. The product is: [CH:1]([N:4]1[CH2:9][CH2:8][N:7]([C:10]2[CH:15]=[CH:14][C:13]([NH2:16])=[CH:12][CH:11]=2)[CH2:6][CH2:5]1)([CH3:3])[CH3:2].